Dataset: Peptide-MHC class I binding affinity with 185,985 pairs from IEDB/IMGT. Task: Regression. Given a peptide amino acid sequence and an MHC pseudo amino acid sequence, predict their binding affinity value. This is MHC class I binding data. (1) The peptide sequence is DTKCKNNYF. The MHC is HLA-A01:01 with pseudo-sequence HLA-A01:01. The binding affinity (normalized) is 0.0847. (2) The peptide sequence is YPIYGLQFH. The MHC is HLA-B07:02 with pseudo-sequence HLA-B07:02. The binding affinity (normalized) is 0.256. (3) The peptide sequence is WIEDNPWMED. The MHC is HLA-A32:01 with pseudo-sequence HLA-A32:01. The binding affinity (normalized) is 0.230. (4) The binding affinity (normalized) is 0.0847. The MHC is HLA-A11:01 with pseudo-sequence HLA-A11:01. The peptide sequence is WRQEIGHPK. (5) The peptide sequence is AYSPFAFKK. The MHC is HLA-B35:01 with pseudo-sequence HLA-B35:01. The binding affinity (normalized) is 0.0847. (6) The peptide sequence is MSHVKSVTK. The MHC is HLA-A33:01 with pseudo-sequence HLA-A33:01. The binding affinity (normalized) is 0.301. (7) The peptide sequence is QTCAGVIEY. The MHC is HLA-A31:01 with pseudo-sequence HLA-A31:01. The binding affinity (normalized) is 0.0898. (8) The peptide sequence is KVMVICYAY. The MHC is HLA-A68:02 with pseudo-sequence HLA-A68:02. The binding affinity (normalized) is 0.0847. (9) The peptide sequence is AVDPAKAYK. The MHC is HLA-A02:02 with pseudo-sequence HLA-A02:02. The binding affinity (normalized) is 0.0846. (10) The peptide sequence is YTVKYHNL. The MHC is H-2-Db with pseudo-sequence H-2-Db. The binding affinity (normalized) is 0.